Dataset: Forward reaction prediction with 1.9M reactions from USPTO patents (1976-2016). Task: Predict the product of the given reaction. (1) Given the reactants [NH2:1][C:2]1[N:11]([CH2:12][CH2:13][CH3:14])[CH2:10][C:9]2[C:4](=[CH:5][CH:6]=[C:7]([O:15][C:16]3[CH:17]=[C:18]([CH:22]=[CH:23][CH:24]=3)[C:19](Cl)=[O:20])[CH:8]=2)[N:3]=1.[CH3:25][C:26]1[CH:33]=[C:32]([CH3:34])[CH:31]=[C:30]([CH3:35])[C:27]=1[CH2:28][NH2:29], predict the reaction product. The product is: [NH2:1][C:2]1[N:11]([CH2:12][CH2:13][CH3:14])[CH2:10][C:9]2[C:4](=[CH:5][CH:6]=[C:7]([O:15][C:16]3[CH:17]=[C:18]([CH:22]=[CH:23][CH:24]=3)[C:19]([NH:29][CH2:28][C:27]3[C:26]([CH3:25])=[CH:33][C:32]([CH3:34])=[CH:31][C:30]=3[CH3:35])=[O:20])[CH:8]=2)[N:3]=1. (2) Given the reactants [Cl:1][C:2]1[C:11]([N+:12]([O-:14])=[O:13])=[C:10](Cl)[C:9]2[C:4](=[CH:5][CH:6]=[CH:7][CH:8]=2)[N:3]=1.C(N(CC)CC)C.[NH2:23][CH2:24][CH2:25][CH2:26][O:27][CH2:28][CH2:29][O:30][CH2:31][CH2:32][CH2:33][NH:34][S:35]([C:38]1[C:47]2[C:42](=[C:43]([N:48]([CH3:50])[CH3:49])[CH:44]=[CH:45][CH:46]=2)[CH:41]=[CH:40][CH:39]=1)(=[O:37])=[O:36].ClCCl, predict the reaction product. The product is: [Cl:1][C:2]1[C:11]([N+:12]([O-:14])=[O:13])=[C:10]([NH:23][CH2:24][CH2:25][CH2:26][O:27][CH2:28][CH2:29][O:30][CH2:31][CH2:32][CH2:33][NH:34][S:35]([C:38]2[C:47]3[C:42](=[C:43]([N:48]([CH3:50])[CH3:49])[CH:44]=[CH:45][CH:46]=3)[CH:41]=[CH:40][CH:39]=2)(=[O:37])=[O:36])[C:9]2[C:4](=[CH:5][CH:6]=[CH:7][CH:8]=2)[N:3]=1.